This data is from Forward reaction prediction with 1.9M reactions from USPTO patents (1976-2016). The task is: Predict the product of the given reaction. (1) Given the reactants Br[C:2]1[CH:7]=[CH:6][C:5]([C:8]2[N:9]([C:15]3[CH:20]=[CH:19][C:18]([S:21]([NH2:24])(=[O:23])=[O:22])=[C:17]([F:25])[CH:16]=3)[CH2:10][C:11](O)([CH3:13])[N:12]=2)=[CH:4][CH:3]=1.C([Sn](CCCC)(CCCC)[C:31]1[N:32]=[C:33]([Si:36]([CH3:39])([CH3:38])[CH3:37])[S:34][CH:35]=1)CCC, predict the reaction product. The product is: [F:25][C:17]1[CH:16]=[C:15]([N:9]2[CH:10]=[C:11]([CH3:13])[N:12]=[C:8]2[C:5]2[CH:6]=[CH:7][C:2]([C:31]3[N:32]=[C:33]([Si:36]([CH3:39])([CH3:38])[CH3:37])[S:34][CH:35]=3)=[CH:3][CH:4]=2)[CH:20]=[CH:19][C:18]=1[S:21]([NH2:24])(=[O:23])=[O:22]. (2) Given the reactants C1(O)C=CC(C2C=CC(O)=CC=2)=CC=1.C([O-])([O-])=O.[K+].[K+].[N+]([C:24]1[CH:25]=[C:26]([C:32]#[N:33])[C:27](=[CH:30][CH:31]=1)[C:28]#[N:29])([O-])=O.Cl, predict the reaction product. The product is: [C:32](#[N:33])[C:26]1[C:27](=[CH:30][CH:31]=[CH:24][CH:25]=1)[C:28]#[N:29]. (3) Given the reactants Cl.Cl.[CH:3]1([N:7]2[CH2:12][CH2:11][NH:10][CH2:9][CH2:8]2)[CH2:6][CH2:5][CH2:4]1.C(N(C(C)C)C(C)C)C.[Cl:22][C:23]1[CH:28]=[C:27](Cl)[N:26]=[CH:25][N:24]=1.C(OCC)(=O)C, predict the reaction product. The product is: [Cl:22][C:23]1[CH:28]=[C:27]([N:10]2[CH2:11][CH2:12][N:7]([CH:3]3[CH2:6][CH2:5][CH2:4]3)[CH2:8][CH2:9]2)[N:26]=[CH:25][N:24]=1. (4) Given the reactants [OH:1][C:2]1[CH:24]=[CH:23][CH:22]=[CH:21][C:3]=1[CH2:4][NH:5][CH2:6][CH2:7][NH:8][C@H:9]([C:14]([O:16][C:17]([CH3:20])([CH3:19])[CH3:18])=[O:15])[C:10]([CH3:13])([CH3:12])[CH3:11].[C:25](=O)(ON1C(=O)CCC1=O)[O:26]N1C(=O)CCC1=O.C(N(CC)CC)C, predict the reaction product. The product is: [OH:1][C:2]1[CH:24]=[CH:23][CH:22]=[CH:21][C:3]=1[CH2:4][N:5]1[CH2:6][CH2:7][N:8]([C@@H:9]([C:10]([CH3:13])([CH3:12])[CH3:11])[C:14]([O:16][C:17]([CH3:18])([CH3:20])[CH3:19])=[O:15])[C:25]1=[O:26]. (5) Given the reactants C(OC([N:8]1[CH2:13][CH2:12][N:11]([C:14]2[CH:19]=[CH:18][C:17]([C:20]3[CH:21]=[C:22]4[C:28]([C:29]5[CH:30]=[N:31][N:32]([CH2:34][C:35]6[CH:40]=[CH:39][CH:38]=[C:37]([F:41])[CH:36]=6)[CH:33]=5)=[CH:27][N:26](C(OC(C)(C)C)=O)[C:23]4=[N:24][CH:25]=3)=[CH:16][C:15]=2[NH:49][S:50]([CH3:53])(=[O:52])=[O:51])[CH2:10][CH2:9]1)=O)(C)(C)C.CO.[ClH:56], predict the reaction product. The product is: [ClH:56].[F:41][C:37]1[CH:36]=[C:35]([CH:40]=[CH:39][CH:38]=1)[CH2:34][N:32]1[CH:33]=[C:29]([C:28]2[C:22]3[C:23](=[N:24][CH:25]=[C:20]([C:17]4[CH:18]=[CH:19][C:14]([N:11]5[CH2:10][CH2:9][NH:8][CH2:13][CH2:12]5)=[C:15]([NH:49][S:50]([CH3:53])(=[O:52])=[O:51])[CH:16]=4)[CH:21]=3)[NH:26][CH:27]=2)[CH:30]=[N:31]1. (6) Given the reactants O=[C:2]1[CH2:5][N:4]([C:6]([O:8][C:9]([CH3:12])([CH3:11])[CH3:10])=[O:7])[CH2:3]1.[C:13](=[O:16])([O-])[O-].[NH4+:17].[NH4+].[C-]#N.[K+].[CH:22]([NH2:24])=[O:23].[Cl-].[Na+].[Cl-].[NH4+], predict the reaction product. The product is: [O:23]=[C:22]1[NH:17][C:13](=[O:16])[C:2]2([CH2:5][N:4]([C:6]([O:8][C:9]([CH3:12])([CH3:11])[CH3:10])=[O:7])[CH2:3]2)[NH:24]1. (7) Given the reactants C[O:2][C:3](=O)[C:4]([NH:16][C:17](=[O:41])[C:18]1[CH:23]=[C:22]([C:24]#[C:25][C:26]2[CH:31]=[CH:30][C:29]([C:32](=[O:34])[NH2:33])=[CH:28][C:27]=2[CH3:35])[CH:21]=[CH:20][C:19]=1[O:36][C:37]([F:40])([F:39])[F:38])([CH3:15])[CH2:5][C:6]1[C:14]2[C:9](=[CH:10][CH:11]=[CH:12][CH:13]=2)[NH:8][CH:7]=1.[BH4-].[Li+], predict the reaction product. The product is: [C:32]([C:29]1[CH:30]=[CH:31][C:26]([C:25]#[C:24][C:22]2[CH:21]=[CH:20][C:19]([O:36][C:37]([F:38])([F:39])[F:40])=[C:18]([CH:23]=2)[C:17]([NH:16][C:4]([CH2:5][C:6]2[C:14]3[C:9](=[CH:10][CH:11]=[CH:12][CH:13]=3)[NH:8][CH:7]=2)([CH3:15])[CH2:3][OH:2])=[O:41])=[C:27]([CH3:35])[CH:28]=1)(=[O:34])[NH2:33]. (8) Given the reactants S(Cl)([Cl:4])(=O)=O.[NH2:6][C@@H:7]1[CH2:12][CH2:11][C@H:10]([C:13]([OH:15])=[O:14])[CH2:9][CH2:8]1.[CH3:16]O, predict the reaction product. The product is: [ClH:4].[NH2:6][C@@H:7]1[CH2:12][CH2:11][C@H:10]([C:13]([O:15][CH3:16])=[O:14])[CH2:9][CH2:8]1. (9) Given the reactants [F:1][C:2]([F:19])([F:18])[C:3]([NH:5][CH2:6][CH2:7][C:8]1[CH:13]=[CH:12][C:11]([S:14](Cl)(=[O:16])=[O:15])=[CH:10][CH:9]=1)=[O:4].C[O:21][C:22]1[CH:27]=[CH:26][CH:25]=[CH:24][C:23]=1[O:28]C.[Cl-].[Cl-].[Cl-].[Al+3].B(Br)(Br)Br, predict the reaction product. The product is: [OH:21][C:22]1[CH:27]=[C:26]([S:14]([C:11]2[CH:12]=[CH:13][C:8]([CH2:7][CH2:6][NH:5][C:3](=[O:4])[C:2]([F:19])([F:18])[F:1])=[CH:9][CH:10]=2)(=[O:16])=[O:15])[CH:25]=[CH:24][C:23]=1[OH:28].